Predict the reactants needed to synthesize the given product. From a dataset of Full USPTO retrosynthesis dataset with 1.9M reactions from patents (1976-2016). (1) Given the product [CH2:1]([N:23]([CH2:1][C:2]1[CH:7]=[CH:6][CH:5]=[CH:4][CH:3]=1)[C:22]1[CH:21]=[CH:20][C:19]([CH:16]2[CH2:15][CH2:14][C:13]3([O:12][CH2:11][CH2:10][O:9]3)[CH2:18][CH2:17]2)=[CH:25][CH:24]=1)[C:2]1[CH:7]=[CH:6][CH:5]=[CH:4][CH:3]=1, predict the reactants needed to synthesize it. The reactants are: [CH2:1](Br)[C:2]1[CH:7]=[CH:6][CH:5]=[CH:4][CH:3]=1.[O:9]1[C:13]2([CH2:18][CH2:17][CH:16]([C:19]3[CH:25]=[CH:24][C:22]([NH2:23])=[CH:21][CH:20]=3)[CH2:15][CH2:14]2)[O:12][CH2:11][CH2:10]1.C(=O)([O-])[O-].[K+].[K+].O. (2) Given the product [CH3:1][O:2][C:3]1[CH:8]=[C:7]([N+:14]([O-:16])=[O:15])[C:6]([O:9][CH3:10])=[CH:5][C:4]=1[CH2:11][CH2:12][NH2:13], predict the reactants needed to synthesize it. The reactants are: [CH3:1][O:2][C:3]1[CH:8]=[CH:7][C:6]([O:9][CH3:10])=[CH:5][C:4]=1[CH2:11][CH2:12][NH2:13].[N+:14]([O-])([OH:16])=[O:15].O.[OH-].[Na+]. (3) Given the product [Cl:1][C:2]1[CH:3]=[CH:4][CH:5]=[C:6]2[C:11]=1[N:10]=[C:9]([S:12][CH2:13][CH3:14])[CH:8]=[C:7]2[OH:18], predict the reactants needed to synthesize it. The reactants are: [Cl:1][C:2]1[CH:3]=[CH:4][CH:5]=[C:6]2[C:11]=1[N:10]=[C:9]([S:12][CH2:13][CH3:14])[C:8](C(O)=O)=[C:7]2[OH:18]. (4) The reactants are: Cl.[C:2]1([N:8]([CH2:34][CH2:35][C:36]([O:38][CH2:39][CH3:40])=[O:37])[C:9]([C:11]2[CH:33]=[CH:32][C:14]3[N:15]([CH3:31])[C:16]([CH2:18][NH:19][C:20]4[CH:25]=[CH:24][C:23]([C:26](=[NH:28])[NH2:27])=[CH:22][C:21]=4[O:29][CH3:30])=[N:17][C:13]=3[CH:12]=2)=[O:10])[CH:7]=[CH:6][CH:5]=[CH:4][CH:3]=1.Cl[C:42]([O:44][CH2:45][CH2:46][CH2:47][CH2:48][CH3:49])=[O:43]. Given the product [C:2]1([N:8]([CH2:34][CH2:35][C:36]([O:38][CH2:39][CH3:40])=[O:37])[C:9]([C:11]2[CH:33]=[CH:32][C:14]3[N:15]([CH3:31])[C:16]([CH2:18][NH:19][C:20]4[CH:25]=[CH:24][C:23]([C:26](=[NH:27])[NH:28][C:42]([O:44][CH2:45][CH2:46][CH2:47][CH2:48][CH3:49])=[O:43])=[CH:22][C:21]=4[O:29][CH3:30])=[N:17][C:13]=3[CH:12]=2)=[O:10])[CH:3]=[CH:4][CH:5]=[CH:6][CH:7]=1, predict the reactants needed to synthesize it. (5) Given the product [CH3:56][O:55][C:53](=[O:54])[NH:52][CH:48]([C:47]([N:41]1[CH:40]([C:37]2[NH:36][C:35]([C:30]3[CH:29]=[CH:28][C:27]4[C:32](=[CH:33][CH:34]=[C:25]([C:22]5[CH:23]=[CH:24][C:19]([C:16]6[NH:15][C:14]([CH:13]7[CH:12]8[CH2:58][CH:9]([CH2:10][CH2:11]8)[N:8]7[C:73](=[O:74])[CH:72]([NH:71][C:69]([O:68][CH3:67])=[O:70])[CH2:76][CH3:77])=[N:18][CH:17]=6)=[CH:20][CH:21]=5)[CH:26]=4)[CH:31]=3)=[CH:39][N:38]=2)[CH2:46][C:43]2([CH2:45][CH2:44]2)[CH2:42]1)=[O:57])[CH:49]([CH3:51])[CH3:50], predict the reactants needed to synthesize it. The reactants are: C(OC([N:8]1[CH:13]([C:14]2[NH:15][C:16]([C:19]3[CH:24]=[CH:23][C:22]([C:25]4[CH:34]=[CH:33][C:32]5[C:27](=[CH:28][CH:29]=[C:30]([C:35]6[NH:36][C:37]([CH:40]7[CH2:46][C:43]8([CH2:45][CH2:44]8)[CH2:42][N:41]7[C:47](=[O:57])[CH:48]([NH:52][C:53]([O:55][CH3:56])=[O:54])[CH:49]([CH3:51])[CH3:50])=[N:38][CH:39]=6)[CH:31]=5)[CH:26]=4)=[CH:21][CH:20]=3)=[CH:17][N:18]=2)[CH:12]2[CH2:58][CH:9]1[CH2:10][CH2:11]2)=O)(C)(C)C.Cl.CN1CCOCC1.[CH3:67][O:68][C:69]([NH:71][CH:72]([CH2:76][CH3:77])[C:73](O)=[O:74])=[O:70].CN(C(ON1N=NC2C=CC=NC1=2)=[N+](C)C)C.F[P-](F)(F)(F)(F)F. (6) Given the product [C:1]([O:5][C:6](=[O:9])[CH:7]=[CH2:8])([CH3:4])([CH3:3])[CH3:2].[C:17]([NH2:21])(=[O:20])[CH:18]=[CH2:19].[CH:11]([S:13]([O-:16])(=[O:15])=[O:14])=[CH2:12].[Na+:10], predict the reactants needed to synthesize it. The reactants are: [C:1]([O:5][C:6](=[O:9])[CH:7]=[CH2:8])([CH3:4])([CH3:3])[CH3:2].[Na+:10].[CH:11]([S:13]([O-:16])(=[O:15])=[O:14])=[CH2:12].[C:17]([NH2:21])(=[O:20])[CH:18]=[CH2:19].S([O-])(OCCCCCCCCCCCC)(=O)=O.[Na+].S(OOS([O-])(=O)=O)([O-])(=O)=O.[Na+].[Na+].C(=O)(O)[O-].[Na+].S(=O)(=O)(O)[O-].[Na+]. (7) The reactants are: [C:1]([C:3]1[CH:8]=[CH:7][C:6]([S:9]([NH:12][CH2:13][CH2:14][N:15]([CH3:17])[CH3:16])(=[O:11])=[O:10])=[CH:5][CH:4]=1)#[N:2].Cl.[NH2:19][OH:20].C(=O)([O-])[O-].[K+].[K+]. Given the product [CH3:16][N:15]([CH3:17])[CH2:14][CH2:13][NH:12][S:9]([C:6]1[CH:7]=[CH:8][C:3]([C:1](=[NH:2])[NH:19][OH:20])=[CH:4][CH:5]=1)(=[O:11])=[O:10], predict the reactants needed to synthesize it.